Task: Predict the reaction yield, written as a fraction of the theoretical maximum amount of product (1.0 means a 100% yield; for example, 0.34 means a 34% yield).. Dataset: Reaction yield outcomes from USPTO patents with 853,638 reactions (1) The reactants are N([CH2:3]NC(N)=O)=O.[OH-].[K+].[Cl:10][C:11]1[N:19]=[CH:18][CH:17]=[C:16]([Cl:20])[C:12]=1[C:13]([OH:15])=[O:14]. The catalyst is C(OCC)C.CO. The product is [Cl:10][C:11]1[N:19]=[CH:18][CH:17]=[C:16]([Cl:20])[C:12]=1[C:13]([O:15][CH3:3])=[O:14]. The yield is 0.990. (2) The reactants are [NH2:1][C:2]1[C:7]([OH:8])=[CH:6][N:5]=[C:4]([Cl:9])[N:3]=1.Cl[CH2:11][C:12](Cl)=[O:13]. The catalyst is C1COCC1.C([O-])([O-])=O.[Na+].[Na+]. The product is [Cl:9][C:4]1[N:5]=[CH:6][C:7]2[O:8][CH2:11][C:12](=[O:13])[NH:1][C:2]=2[N:3]=1. The yield is 0.150. (3) The reactants are [OH:1][CH2:2][CH2:3][CH2:4][N:5]1[CH2:9][CH2:8][NH:7][C:6]1=[C:10]([C:13]#[N:14])[C:11]#[N:12].C(=O)([O-])[O-].[K+].[K+].[Br:21][CH2:22][CH2:23][CH2:24]Br. The catalyst is CN(C=O)C.[Cl-].[Na+].O. The product is [Br:21][CH2:22][CH2:23][CH2:24][N:7]1[CH2:8][CH2:9][N:5]([CH2:4][CH2:3][CH2:2][OH:1])[C:6]1=[C:10]([C:11]#[N:12])[C:13]#[N:14]. The yield is 0.721. (4) The reactants are [Br:1][C:2]1[CH:11]=[CH:10][C:5]([C:6]([O:8]C)=[O:7])=[CH:4][C:3]=1[C:12]([F:15])([F:14])[CH3:13].[OH-].[Na+]. The catalyst is CO.O. The product is [Br:1][C:2]1[CH:11]=[CH:10][C:5]([C:6]([OH:8])=[O:7])=[CH:4][C:3]=1[C:12]([F:14])([F:15])[CH3:13]. The yield is 0.936. (5) The reactants are [CH2:1]([OH:4])[CH2:2][OH:3].[H-].[Na+].Br[CH2:8][C:9]1[CH:16]=[CH:15][C:12]([C:13]#[N:14])=[CH:11][CH:10]=1.O. The catalyst is C1COCC1.[N+](CCCC)(CCCC)(CCCC)CCCC.[I-].CCOC(C)=O. The product is [OH:3][CH2:2][CH2:1][O:4][CH2:8][C:9]1[CH:16]=[CH:15][C:12]([C:13]#[N:14])=[CH:11][CH:10]=1. The yield is 0.360. (6) The reactants are Cl[CH2:2][C:3]1[C:4]([S:9][CH2:10][CH:11]2[CH2:13][CH2:12]2)=[N:5][CH:6]=[CH:7][CH:8]=1.C[O:15][C:16]([CH:18]1[CH2:20][CH:19]1[C:21]1[CH:26]=[CH:25][C:24]([OH:27])=[C:23]([F:28])[CH:22]=1)=[O:17]. No catalyst specified. The product is [CH:11]1([CH2:10][S:9][C:4]2[C:3]([CH2:2][O:27][C:24]3[CH:25]=[CH:26][C:21]([CH:19]4[CH2:20][CH:18]4[C:16]([OH:17])=[O:15])=[CH:22][C:23]=3[F:28])=[CH:8][CH:7]=[CH:6][N:5]=2)[CH2:13][CH2:12]1. The yield is 0.950. (7) The reactants are [F:1][C:2]1[CH:3]=[C:4]([CH:6]=[CH:7][C:8]=1[CH2:9][CH2:10][S:11]([CH3:14])(=[O:13])=[O:12])[NH2:5].N1C=CC=CC=1.Cl[C:22]([O:24][C:25]1[CH:30]=[CH:29][CH:28]=[CH:27][CH:26]=1)=[O:23]. The product is [F:1][C:2]1[CH:3]=[C:4]([NH:5][C:22](=[O:23])[O:24][C:25]2[CH:30]=[CH:29][CH:28]=[CH:27][CH:26]=2)[CH:6]=[CH:7][C:8]=1[CH2:9][CH2:10][S:11]([CH3:14])(=[O:13])=[O:12]. The catalyst is CC(C)=O.CN(C=O)C. The yield is 0.840.